Dataset: Forward reaction prediction with 1.9M reactions from USPTO patents (1976-2016). Task: Predict the product of the given reaction. (1) Given the reactants Cl.NCCS.CC(C)([O-])C.[Na+].[F:12][C:13]1[CH:14]=[CH:15][C:16]([O:21]C)=[C:17]([CH:20]=1)[C:18]#[N:19].Cl, predict the reaction product. The product is: [F:12][C:13]1[CH:14]=[CH:15][C:16]([OH:21])=[C:17]([CH:20]=1)[C:18]#[N:19]. (2) Given the reactants [CH3:1][O:2][CH2:3][C@@H:4]1[CH:21]2[C@:16]([CH3:23])([CH2:17][CH2:18][C:19](=O)[CH2:20]2)[C@@H:15]2[C@H:6]([C@H:7]3[C@@:11]([CH2:13][CH2:14]2)([CH3:12])[C:10](=[O:24])[CH2:9][CH2:8]3)[CH2:5]1.[ClH:25].Cl.[NH2:27][CH2:28][CH2:29][O:30][NH2:31], predict the reaction product. The product is: [ClH:25].[NH2:27][CH2:28][CH2:29][O:30][N:31]=[C:19]1[CH2:18][CH2:17][C@@:16]2([CH3:23])[CH:21]([C@@H:4]([CH2:3][O:2][CH3:1])[CH2:5][C@@H:6]3[C@@H:15]2[CH2:14][CH2:13][C@@:11]2([CH3:12])[C@H:7]3[CH2:8][CH2:9][C:10]2=[O:24])[CH2:20]1. (3) Given the reactants [N+:1]([C:4]1[CH:15]=[CH:14][C:7]([O:8][CH:9]([CH3:13])[C:10]([OH:12])=[O:11])=[CH:6][CH:5]=1)([O-:3])=[O:2].[CH2:16](O)[CH2:17][OH:18].Cl, predict the reaction product. The product is: [OH:18][CH2:17][CH2:16][O:11][C:10](=[O:12])[CH:9]([O:8][C:7]1[CH:6]=[CH:5][C:4]([N+:1]([O-:3])=[O:2])=[CH:15][CH:14]=1)[CH3:13]. (4) Given the reactants [F:1][C:2]1[CH:3]=[CH:4][C:5]2[N:9]=[N:8][N:7]([OH:10])[C:6]=2[CH:11]=1.[H-].[Na+].[Cl:14][CH2:15][CH2:16][CH2:17]Br.O, predict the reaction product. The product is: [F:1][C:2]1[CH:3]=[CH:4][C:5]2[N:9]=[N:8][N:7]([O:10][CH2:17][CH2:16][CH2:15][Cl:14])[C:6]=2[CH:11]=1. (5) The product is: [Br-:1].[CH2:34]([P+:29]([CH2:25][CH2:26][CH2:27][CH3:28])([CH2:30][CH2:31][CH2:32][CH3:33])[CH2:2][C:3]1[C:4]([C:18]2[CH:23]=[CH:22][C:21]([F:24])=[CH:20][CH:19]=2)=[N:5][C:6]([N:12]([CH3:17])[S:13]([CH3:16])(=[O:15])=[O:14])=[N:7][C:8]=1[CH:9]([CH3:11])[CH3:10])[CH2:35][CH2:36][CH3:37]. Given the reactants [Br:1][CH2:2][C:3]1[C:4]([C:18]2[CH:23]=[CH:22][C:21]([F:24])=[CH:20][CH:19]=2)=[N:5][C:6]([N:12]([CH3:17])[S:13]([CH3:16])(=[O:15])=[O:14])=[N:7][C:8]=1[CH:9]([CH3:11])[CH3:10].[CH2:25]([P:29]([CH2:34][CH2:35][CH2:36][CH3:37])[CH2:30][CH2:31][CH2:32][CH3:33])[CH2:26][CH2:27][CH3:28], predict the reaction product.